Dataset: Rat liver microsome stability data. Task: Regression/Classification. Given a drug SMILES string, predict its absorption, distribution, metabolism, or excretion properties. Task type varies by dataset: regression for continuous measurements (e.g., permeability, clearance, half-life) or binary classification for categorical outcomes (e.g., BBB penetration, CYP inhibition). Dataset: rlm. (1) The compound is CCOc1ccc(CCNC(=O)c2ccnn2Cc2ccccn2)cc1OCC. The result is 1 (stable in rat liver microsomes). (2) The compound is COc1cc(NC(=O)C2CCC3(CC2)OOC2(OO3)C3CC4CC(C3)CC2C4)c2ncccc2c1-c1ccc(Cl)cc1. The result is 0 (unstable in rat liver microsomes). (3) The molecule is COc1ccc([C@@H]2CN(C)C[C@H]2c2nc(O)c3cc(-c4cn[nH]c4)ccc3n2)cc1. The result is 1 (stable in rat liver microsomes).